Dataset: hERG potassium channel inhibition data for cardiac toxicity prediction from Karim et al.. Task: Regression/Classification. Given a drug SMILES string, predict its toxicity properties. Task type varies by dataset: regression for continuous values (e.g., LD50, hERG inhibition percentage) or binary classification for toxic/non-toxic outcomes (e.g., AMES mutagenicity, cardiotoxicity, hepatotoxicity). Dataset: herg_karim. (1) The result is 1 (blocker). The compound is CC(=O)C1=NN2c3cc(Cl)ccc3OCC2C1(CCCN1CCOCC1)c1ccccc1. (2) The drug is Cc1ccc2c(N3CCN(CCc4cccc(NC(=O)c5ccccc5)c4)CC3)cccc2n1. The result is 1 (blocker). (3) The drug is O=C(Nc1ccc(S(=O)(=O)Nc2ccccc2C(=O)c2ccc(F)cn2)cc1)OCC1CCCO1. The result is 0 (non-blocker). (4) The drug is O=C(c1noc(-c2ccccc2)n1)N1CCC(Oc2ccc(CN3CCCC3)cc2)CC1. The result is 1 (blocker).